This data is from CYP2D6 inhibition data for predicting drug metabolism from PubChem BioAssay. The task is: Regression/Classification. Given a drug SMILES string, predict its absorption, distribution, metabolism, or excretion properties. Task type varies by dataset: regression for continuous measurements (e.g., permeability, clearance, half-life) or binary classification for categorical outcomes (e.g., BBB penetration, CYP inhibition). Dataset: cyp2d6_veith. (1) The result is 1 (inhibitor). The molecule is CN(CCc1ccc(Cl)c(Cl)c1)CCN1CCCCCC1. (2) The result is 0 (non-inhibitor). The drug is NCC[C@H](O)C(=O)N[C@H]1C[C@@H](N)[C@@H](O[C@H]2O[C@@H](CN)[C@@H](O)[C@@H](O)[C@@H]2N)[C@@H](O[C@H]2O[C@@H](CO)[C@@H](O)[C@@H]2O)[C@@H]1O.